Dataset: Full USPTO retrosynthesis dataset with 1.9M reactions from patents (1976-2016). Task: Predict the reactants needed to synthesize the given product. (1) Given the product [NH2:1][C:4]1[C:5]([NH:13][C@H:14]2[CH2:19][CH2:18][CH2:17][N:16]([C:20]([O:22][C:23]([CH3:26])([CH3:25])[CH3:24])=[O:21])[CH2:15]2)=[C:6]2[S:12][CH:11]=[CH:10][C:7]2=[N:8][CH:9]=1, predict the reactants needed to synthesize it. The reactants are: [N+:1]([C:4]1[C:5]([NH:13][C@H:14]2[CH2:19][CH2:18][CH2:17][N:16]([C:20]([O:22][C:23]([CH3:26])([CH3:25])[CH3:24])=[O:21])[CH2:15]2)=[C:6]2[S:12][CH:11]=[CH:10][C:7]2=[N:8][CH:9]=1)([O-])=O. (2) Given the product [S:2]1[C:6]2[CH:7]=[CH:8][CH:9]=[CH:10][C:5]=2[N:4]=[C:3]1[O:11][C:12]1[CH:13]=[C:14]([CH:24]=[C:25]([O:27][C@@H:28]([CH3:38])[CH2:29][OH:30])[CH:26]=1)[C:15]([NH:17][C:18]1[CH:22]=[CH:21][N:20]([CH3:23])[N:19]=1)=[O:16], predict the reactants needed to synthesize it. The reactants are: Cl.[S:2]1[C:6]2[CH:7]=[CH:8][CH:9]=[CH:10][C:5]=2[N:4]=[C:3]1[O:11][C:12]1[CH:13]=[C:14]([CH:24]=[C:25]([O:27][C@@H:28]([CH3:38])[CH2:29][O:30][Si](C(C)(C)C)(C)C)[CH:26]=1)[C:15]([NH:17][C:18]1[CH:22]=[CH:21][N:20]([CH3:23])[N:19]=1)=[O:16].C(=O)(O)[O-].[Na+]. (3) Given the product [CH2:9]([S:8][C:5]1[CH:6]=[CH:7][C:2]([NH2:1])=[CH:3][CH:4]=1)[CH3:10], predict the reactants needed to synthesize it. The reactants are: [NH2:1][C:2]1[CH:7]=[CH:6][C:5]([SH:8])=[CH:4][CH:3]=1.[CH2:9](I)[CH3:10].C[O-].[Na+].